This data is from Catalyst prediction with 721,799 reactions and 888 catalyst types from USPTO. The task is: Predict which catalyst facilitates the given reaction. Reactant: Cl.[C:2]1([N:11]2[CH2:15][CH2:14][C@H:13]([NH2:16])[CH2:12]2)[C:3]2[N:4]([CH:8]=[CH:9][CH:10]=2)[CH:5]=[CH:6][N:7]=1.[C:17]1([C:23]2[O:27][N:26]=[C:25]([C:28](O)=[O:29])[N:24]=2)[CH:22]=[CH:21][CH:20]=[CH:19][CH:18]=1.C(N(CC)C(C)C)C.CN(C(ON1N=NC2C=CC=NC1=2)=[N+](C)C)C.F[P-](F)(F)(F)(F)F. Product: [C:17]1([C:23]2[O:27][N:26]=[C:25]([C:28]([NH:16][C@H:13]3[CH2:14][CH2:15][N:11]([C:2]4[C:3]5[N:4]([CH:8]=[CH:9][CH:10]=5)[CH:5]=[CH:6][N:7]=4)[CH2:12]3)=[O:29])[N:24]=2)[CH:18]=[CH:19][CH:20]=[CH:21][CH:22]=1. The catalyst class is: 39.